From a dataset of Full USPTO retrosynthesis dataset with 1.9M reactions from patents (1976-2016). Predict the reactants needed to synthesize the given product. (1) Given the product [CH3:1][N:2]1[C:7]([S:8][CH3:9])=[CH:6][CH:5]=[C:4]([C:10]([OH:12])=[O:11])[C:3]1=[O:14], predict the reactants needed to synthesize it. The reactants are: [CH3:1][N:2]1[C:7]([S:8][CH3:9])=[CH:6][CH:5]=[C:4]([C:10]([O:12]C)=[O:11])[C:3]1=[O:14].O.[OH-].[Li+]. (2) Given the product [CH3:36][C:2]1([CH3:1])[C:26]2[C:6]([CH:7]=[C:8]3[C:25]=2[CH:24]=[C:23]2[C:10]([C:11]4[CH:12]=[CH:13][CH:14]=[CH:15][C:16]=4[C:17]4[CH:18]=[C:19]([C:42]5[CH:41]=[C:40]([C:44]6[C:49]7[S:50][C:51]8[CH:56]=[CH:55][CH:54]=[CH:53][C:52]=8[C:48]=7[CH:47]=[CH:46][CH:45]=6)[CH:39]=[CH:38][CH:43]=5)[CH:20]=[CH:21][C:22]=42)=[CH:9]3)=[CH:5][CH:4]=[CH:3]1, predict the reactants needed to synthesize it. The reactants are: [CH3:1][C:2]1([CH3:36])[C:26]2[C:6]([CH:7]=[C:8]3[C:25]=2[CH:24]=[C:23]2[C:10]([C:11]4[CH:12]=[CH:13][CH:14]=[CH:15][C:16]=4[C:17]4[CH:18]=[C:19](B5OC(C)(C)C(C)(C)O5)[CH:20]=[CH:21][C:22]=42)=[CH:9]3)=[CH:5][CH:4]=[CH:3]1.Br[C:38]1[CH:39]=[C:40]([C:44]2[C:49]3[S:50][C:51]4[CH:56]=[CH:55][CH:54]=[CH:53][C:52]=4[C:48]=3[CH:47]=[CH:46][CH:45]=2)[CH:41]=[CH:42][CH:43]=1.C([O-])([O-])=O.[Na+].[Na+].CCO. (3) Given the product [C:37]([O:41][C:18]([NH:15][C:5]1[CH:9]=[CH:10][C:2]([F:1])=[C:3]([O:11][CH3:12])[CH:4]=1)=[O:27])([CH3:40])([CH3:39])[CH3:38], predict the reactants needed to synthesize it. The reactants are: [F:1][C:2]1[CH:10]=[CH:9][C:5](C(O)=O)=[CH:4][C:3]=1[O:11][CH3:12].C([N:15]([CH2:18]C)CC)C.C1(P(N=[N+]=[N-])(C2C=CC=CC=2)=[O:27])C=CC=CC=1.[C:37]([OH:41])([CH3:40])([CH3:39])[CH3:38]. (4) The reactants are: [F:1][C:2]1[CH:15]=[C:14]([N+:16]([O-:18])=[O:17])[CH:13]=[CH:12][C:3]=1[O:4][C:5]1[N:10]=[CH:9][N:8]=[C:7]([NH2:11])[CH:6]=1.[CH2:19]([N:21]([CH2:24]C)CC)C.ClC(O[C:30]1[CH:35]=[CH:34][CH:33]=[CH:32]C=1)=O.CNC1CC[N:41]([CH:44]2[CH2:47][N:46]([CH3:48])[CH2:45]2)CC1.[O:49]1CCCC1. Given the product [F:1][C:2]1[CH:15]=[C:14]([N+:16]([O-:18])=[O:17])[CH:13]=[CH:12][C:3]=1[O:4][C:5]1[N:10]=[CH:9][N:8]=[C:7]([NH:11][C:19](=[O:49])[N:21]([CH3:24])[CH:34]2[CH2:33][CH2:32][N:41]([CH:44]3[CH2:45][N:46]([CH3:48])[CH2:47]3)[CH2:30][CH2:35]2)[CH:6]=1, predict the reactants needed to synthesize it.